From a dataset of M1 muscarinic receptor antagonist screen with 61,756 compounds. Binary Classification. Given a drug SMILES string, predict its activity (active/inactive) in a high-throughput screening assay against a specified biological target. (1) The result is 0 (inactive). The compound is Clc1c(S(=O)(=O)NC(=O)NC2CCCC2)cccc1. (2) The compound is O=C(NCCN(Cc1ccccc1)C)c1c[nH]\c(cc1)=C/N=O. The result is 0 (inactive). (3) The compound is OC1(C2(C(C3C(C4(C(CC3)=CC(=O)CC4)C)C(O)C2)CC1)C)C(=O)COC(=O)CCC([O-])=O. The result is 0 (inactive). (4) The drug is S(=O)(=O)(N(CC(=O)Nc1c(NC(=O)CCC)cccc1)C)c1ccc(cc1)C. The result is 0 (inactive). (5) The drug is Clc1cc(N(S(=O)(=O)C)CC(=O)NCCSc2ncccc2)ccc1OC. The result is 0 (inactive).